Dataset: Reaction yield outcomes from USPTO patents with 853,638 reactions. Task: Predict the reaction yield, written as a fraction of the theoretical maximum amount of product (1.0 means a 100% yield; for example, 0.34 means a 34% yield). (1) The reactants are [OH:1][C:2]1[C:11]2[C:6](=[CH:7][C:8]([O:12][C:13]3[CH:18]=[CH:17][CH:16]=[CH:15][CH:14]=3)=[CH:9][CH:10]=2)[C:5]([CH3:19])=[N:4][C:3]=1[C:20](OC)=[O:21].[NH2:24][CH2:25][C:26]([OH:28])=[O:27].C[O-].[Na+].NCC([O-])=O.[Na+]. The catalyst is CO. The product is [OH:1][C:2]1[C:11]2[C:6](=[CH:7][C:8]([O:12][C:13]3[CH:18]=[CH:17][CH:16]=[CH:15][CH:14]=3)=[CH:9][CH:10]=2)[C:5]([CH3:19])=[N:4][C:3]=1[C:20]([NH:24][CH2:25][C:26]([OH:28])=[O:27])=[O:21]. The yield is 0.861. (2) The product is [CH3:9][O:8][C:5]1[CH:6]=[CH:7][C:2]([C:24]2([OH:27])[CH2:25][CH2:26][O:21][CH2:22][CH2:23]2)=[CH:3][CH:4]=1. The reactants are Br[C:2]1[CH:7]=[CH:6][C:5]([O:8][CH3:9])=[CH:4][CH:3]=1.C([Li])CCC.CCCCCC.[O:21]1[CH2:26][CH2:25][C:24](=[O:27])[CH2:23][CH2:22]1. The catalyst is C1COCC1.C(OCC)(=O)C.C(O)(=O)C. The yield is 0.610. (3) The product is [CH:22]1[C:23]2[NH:24][C:25]3[C:30](=[CH:29][CH:28]=[CH:27][CH:26]=3)[C:31]=2[C:19]([O:18][CH2:17][C@@H:16]([OH:32])[CH2:15][NH:14][CH:11]2[CH2:10][CH2:9][N:8]([C:6](=[O:7])[CH2:66][O:65][C:64]3[CH:70]=[CH:71][C:72]([C:74]4[CH2:79][CH2:78][C:77](=[O:80])[NH:76][N:75]=4)=[CH:73][C:63]=3[Cl:62])[CH2:13][CH2:12]2)=[CH:20][CH:21]=1. The reactants are C(O[C:6]([N:8]1[CH2:13][CH2:12][CH:11]([NH:14][CH2:15][C@H:16]([OH:32])[CH2:17][O:18][C:19]2[C:31]3[C:30]4[C:25](=[CH:26][CH:27]=[CH:28][CH:29]=4)[NH:24][C:23]=3[CH:22]=[CH:21][CH:20]=2)[CH2:10][CH2:9]1)=[O:7])(C)(C)C.Cl.O1CCOCC1.Cl.CN(C)CCCN=C=NCC.N1C2C(=NC=CC=2)N(O)N=1.[Cl:62][C:63]1[CH:73]=[C:72]([C:74]2[CH2:79][CH2:78][C:77](=[O:80])[NH:76][N:75]=2)[CH:71]=[CH:70][C:64]=1[O:65][CH2:66]C(O)=O.[OH-].[Na+]. The yield is 0.510. The catalyst is CO.CN(C)C=O.C(OCC)(=O)C.O.